This data is from Reaction yield outcomes from USPTO patents with 853,638 reactions. The task is: Predict the reaction yield, written as a fraction of the theoretical maximum amount of product (1.0 means a 100% yield; for example, 0.34 means a 34% yield). (1) The reactants are [NH:1]1[C:9]2[C:4](=[CH:5][C:6]([C:10]3[C:18]4[C:13](=[N:14][CH:15]=[N:16][C:17]=4[NH2:19])[N:12]([CH3:20])[N:11]=3)=[CH:7][CH:8]=2)[CH2:3][CH2:2]1.[F:21][C:22]1[CH:23]=[C:24]([CH2:29][C:30](O)=[O:31])[CH:25]=[C:26]([F:28])[CH:27]=1.CN(C(ON1N=NC2C=CC=NC1=2)=[N+](C)C)C.F[P-](F)(F)(F)(F)F.CCN(C(C)C)C(C)C. The catalyst is O. The product is [F:21][C:22]1[CH:23]=[C:24]([CH2:29][C:30]([N:1]2[C:9]3[C:4](=[CH:5][C:6]([C:10]4[C:18]5[C:13](=[N:14][CH:15]=[N:16][C:17]=5[NH2:19])[N:12]([CH3:20])[N:11]=4)=[CH:7][CH:8]=3)[CH2:3][CH2:2]2)=[O:31])[CH:25]=[C:26]([F:28])[CH:27]=1. The yield is 0.720. (2) The catalyst is C(COC)OC.C(O)C.O.Cl[Pd](Cl)([P](C1C=CC=CC=1)(C1C=CC=CC=1)C1C=CC=CC=1)[P](C1C=CC=CC=1)(C1C=CC=CC=1)C1C=CC=CC=1. The yield is 0.720. The product is [CH3:1][C:2]1([CH3:35])[CH2:10][C@H:9]([NH:11][C:12]2[C:17]([F:18])=[CH:16][N:15]=[C:14]([NH:19][C:20]3[C:21]([F:34])=[CH:22][C:23]([CH:42]=[CH2:43])=[C:24]([N:26]4[C:30](=[O:31])[N:29]([CH3:32])[N:28]=[N:27]4)[CH:25]=3)[N:13]=2)[CH2:8][C@H:7]2[N:3]1[CH2:4][CH2:5][CH2:6]2. The reactants are [CH3:1][C:2]1([CH3:35])[CH2:10][C@H:9]([NH:11][C:12]2[C:17]([F:18])=[CH:16][N:15]=[C:14]([NH:19][C:20]3[C:21]([F:34])=[CH:22][C:23](Br)=[C:24]([N:26]4[C:30](=[O:31])[N:29]([CH3:32])[N:28]=[N:27]4)[CH:25]=3)[N:13]=2)[CH2:8][C@H:7]2[N:3]1[CH2:4][CH2:5][CH2:6]2.C(=O)([O-])[O-].[Na+].[Na+].[CH:42](B1OC(C)(C)C(C)(C)O1)=[CH2:43]. (3) The reactants are [C:1]([OH:6])(=O)[CH:2]([CH3:4])[CH3:3].O=C1N(P(Cl)(N2CCOC2=O)=O)CCO1.C(N(CC)CC)C.[Br:29][C:30]1[C:31]([F:40])=[C:32]2[C:38]([NH2:39])=[CH:37][NH:36][C:33]2=[N:34][CH:35]=1.[Li+].[OH-].C([O-])([O-])=O.[Na+].[Na+]. The catalyst is C(Cl)Cl. The product is [Br:29][C:30]1[C:31]([F:40])=[C:32]2[C:38]([NH:39][C:1](=[O:6])[CH:2]([CH3:4])[CH3:3])=[CH:37][NH:36][C:33]2=[N:34][CH:35]=1. The yield is 0.300. (4) The reactants are CN(C)[CH:3]=[C:4]([N:9]=[CH:10]N(C)C)[C:5]([O:7][CH3:8])=[O:6].[CH3:15][N:16]1[CH:20]=[CH:19][CH:18]=[CH:17]1. The catalyst is C(O)(=O)C.C(O)(C(F)(F)F)=O. The product is [CH3:15][N:16]1[C:20]2[CH:3]=[C:4]([C:5]([O:7][CH3:8])=[O:6])[N:9]=[CH:10][C:19]=2[CH:18]=[CH:17]1. The yield is 0.380. (5) The reactants are [NH2:1][C:2]1[N:3]=[N:4][C:5]([Cl:9])=[CH:6][C:7]=1[Cl:8].[CH:10](O)(C)[CH3:11].ClCC=O. The catalyst is O. The product is [Cl:9][C:5]1[CH:6]=[C:7]([Cl:8])[C:2]2[N:3]([CH:10]=[CH:11][N:1]=2)[N:4]=1. The yield is 0.870. (6) The reactants are [CH:1]1[C:10]2[C:5](=[CH:6][CH:7]=[CH:8][CH:9]=2)[CH:4]=[C:3]([C:11]2[O:12][C:13]3[C:18]([C:19](=O)[CH:20]=2)=[CH:17][CH:16]=[CH:15][CH:14]=3)[N:2]=1.Cl.[C:23]([O:27][NH2:28])([CH3:26])([CH3:25])[CH3:24]. The catalyst is CO. The product is [C:23]([O:27][N:28]=[C:19]1[C:18]2[C:13](=[CH:14][CH:15]=[CH:16][CH:17]=2)[O:12][C:11]([C:3]2[N:2]=[CH:1][C:10]3[C:5]([CH:4]=2)=[CH:6][CH:7]=[CH:8][CH:9]=3)=[CH:20]1)([CH3:26])([CH3:25])[CH3:24]. The yield is 0.670.